Dataset: Catalyst prediction with 721,799 reactions and 888 catalyst types from USPTO. Task: Predict which catalyst facilitates the given reaction. (1) Reactant: Cl[C:2]1[S:6][C:5]([NH:7][C:8](=[O:10])[CH3:9])=[N:4][C:3]=1[C:11]#[N:12].[NH2:13][C:14]1[CH:19]=[CH:18][CH:17]=[CH:16][C:15]=1[SH:20].C(=O)([O-])[O-].[Cs+].[Cs+]. Product: [NH2:13][C:14]1[CH:19]=[CH:18][CH:17]=[CH:16][C:15]=1[S:20][C:2]1[S:6][C:5]([NH:7][C:8](=[O:10])[CH3:9])=[N:4][C:3]=1[C:11]#[N:12]. The catalyst class is: 3. (2) Reactant: Br[C:2]1[CH:11]=[CH:10][CH:9]=[C:8]2[C:3]=1[CH2:4][CH2:5][CH2:6][CH2:7]2.BrC1C=C2C(=CC=1)CCCC2.[Cu][C:24]#[N:25].CN1CCCC1=O. Product: [CH:9]1[C:8]2[CH2:7][CH2:6][CH2:5][CH2:4][C:3]=2[CH:2]=[CH:11][C:10]=1[C:24]#[N:25]. The catalyst class is: 170. (3) Reactant: [I-].[CH3:2][P+](C1C=CC=CC=1)(C1C=CC=CC=1)C1C=CC=CC=1.CC(C)([O-])C.[Na+].[CH2:28]([NH:35][C:36]1[CH:37]=[CH:38][CH:39]=[C:40]2[C:45]=1[CH2:44][C:43](=O)[CH2:42][CH2:41]2)[C:29]1[CH:34]=[CH:33][CH:32]=[CH:31][CH:30]=1.O. Product: [CH2:28]([NH:35][C:36]1[C:45]2[CH2:44][C:43](=[CH2:2])[CH2:42][CH2:41][C:40]=2[CH:39]=[CH:38][CH:37]=1)[C:29]1[CH:34]=[CH:33][CH:32]=[CH:31][CH:30]=1. The catalyst class is: 7. (4) Reactant: [CH2:1]([O:8][C:9]([N:11]1[CH2:16][CH2:15][C:14](=[O:17])[CH2:13][CH2:12]1)=[O:10])[C:2]1[CH:7]=[CH:6][CH:5]=[CH:4][CH:3]=1.CCN(C(C)C)C(C)C.FC(F)(F)S(O[Si](C)(C)C)(=O)=O.[Br:39]N1C(=O)CCC1=O. Product: [Br:39][CH:13]1[C:14](=[O:17])[CH2:15][CH2:16][N:11]([C:9]([O:8][CH2:1][C:2]2[CH:7]=[CH:6][CH:5]=[CH:4][CH:3]=2)=[O:10])[CH2:12]1. The catalyst class is: 2. (5) Reactant: [CH3:1][C:2]1[CH:7]=[C:6]([OH:8])[CH:5]=[C:4]([CH3:9])[N:3]=1.C(N(CC)CC)C.[F:17][C:18]([F:31])([F:30])[S:19](O[S:19]([C:18]([F:31])([F:30])[F:17])(=[O:21])=[O:20])(=[O:21])=[O:20]. Product: [F:17][C:18]([F:31])([F:30])[S:19]([O:8][C:6]1[CH:5]=[C:4]([CH3:9])[N:3]=[C:2]([CH3:1])[CH:7]=1)(=[O:21])=[O:20]. The catalyst class is: 2.